From a dataset of Reaction yield outcomes from USPTO patents with 853,638 reactions. Predict the reaction yield, written as a fraction of the theoretical maximum amount of product (1.0 means a 100% yield; for example, 0.34 means a 34% yield). (1) The reactants are [Cl-].[NH4+].[Cl:3][C:4]1[C:9]([CH3:10])=[CH:8][C:7]([N+:11]([O-])=O)=[CH:6][N:5]=1. The catalyst is CO. The product is [Cl:3][C:4]1[N:5]=[CH:6][C:7]([NH2:11])=[CH:8][C:9]=1[CH3:10]. The yield is 0.420. (2) The reactants are Cl[CH2:2][C:3]([C:5]1([C:9]2[CH:14]=[CH:13][CH:12]=[CH:11][C:10]=2[O:15][CH3:16])[CH2:8][CH2:7][CH2:6]1)=[O:4].[F-].[K+].[F:19][C:20]([F:36])([F:35])[C:21]1[CH:34]=[CH:33][C:24]([O:25][CH2:26][CH:27]2[CH2:32][CH2:31][CH2:30][NH:29][CH2:28]2)=[CH:23][CH:22]=1. The catalyst is C(#N)C.C1COCC1. The product is [CH3:16][O:15][C:10]1[CH:11]=[CH:12][CH:13]=[CH:14][C:9]=1[C:5]1([C:3](=[O:4])[CH2:2][N:29]2[CH2:30][CH2:31][CH2:32][CH:27]([CH2:26][O:25][C:24]3[CH:33]=[CH:34][C:21]([C:20]([F:19])([F:35])[F:36])=[CH:22][CH:23]=3)[CH2:28]2)[CH2:8][CH2:7][CH2:6]1. The yield is 0.300.